Dataset: Catalyst prediction with 721,799 reactions and 888 catalyst types from USPTO. Task: Predict which catalyst facilitates the given reaction. (1) Reactant: [NH2:1][C:2]1[C:3]([C:8]([OH:10])=O)=[N:4][CH:5]=[CH:6][CH:7]=1.C(N1C=CN=C1)(N1C=CN=C1)=O.Cl.[C:24]([O:28][C:29](=[O:34])[C@@H:30]([NH2:33])[CH2:31][CH3:32])([CH3:27])([CH3:26])[CH3:25]. Product: [C:24]([O:28][C:29](=[O:34])[C@@H:30]([NH:33][C:8]([C:3]1[C:2]([NH2:1])=[CH:7][CH:6]=[CH:5][N:4]=1)=[O:10])[CH2:31][CH3:32])([CH3:26])([CH3:25])[CH3:27]. The catalyst class is: 228. (2) Reactant: [CH:1]1([NH:4][C:5]([C:7]2[CH:8]=[CH:9][C:10]([CH3:31])=[C:11]([NH:13][C:14](=[O:30])[C:15]3[CH:20]=[C:19]([N:21]4[CH2:26][CH2:25][O:24][CH2:23][CH2:22]4)[CH:18]=[CH:17][C:16]=3[N+:27]([O-])=O)[CH:12]=2)=[O:6])[CH2:3][CH2:2]1.[CH2:32](O)C. Product: [CH:1]1([NH:4][C:5](=[O:6])[C:7]2[CH:8]=[CH:9][C:10]([CH3:31])=[C:11]([N:13]3[C:14](=[O:30])[C:15]4[C:16](=[CH:17][CH:18]=[C:19]([N:21]5[CH2:26][CH2:25][O:24][CH2:23][CH2:22]5)[CH:20]=4)[N:27]=[CH:32]3)[CH:12]=2)[CH2:3][CH2:2]1. The catalyst class is: 45. (3) Reactant: [C:1]([O:5][C:6]([N:8]1[CH2:12][C@H:11]([F:13])[CH2:10][C@H:9]1[C:14]1[S:15][C:16]([CH3:23])=[C:17]([C:19]([O:21]C)=[O:20])[CH:18]=1)=[O:7])([CH3:4])([CH3:3])[CH3:2].O.[OH-].[Li+].Cl. Product: [C:1]([O:5][C:6]([N:8]1[CH2:12][C@H:11]([F:13])[CH2:10][C@H:9]1[C:14]1[S:15][C:16]([CH3:23])=[C:17]([C:19]([OH:21])=[O:20])[CH:18]=1)=[O:7])([CH3:4])([CH3:3])[CH3:2]. The catalyst class is: 24. (4) Reactant: [Cl:1][C:2]1[CH:3]=[C:4]([O:9][CH3:10])[CH:5]=[CH:6][C:7]=1[F:8].C([Li])CCC.[CH:16](OC)=[O:17]. Product: [Cl:1][C:2]1[C:7]([F:8])=[CH:6][CH:5]=[C:4]([O:9][CH3:10])[C:3]=1[CH:16]=[O:17]. The catalyst class is: 310. (5) Reactant: [NH:1]1[C:5]([C:6]([O:8]C(C)(C)C)=[O:7])=[CH:4][N:3]=[C:2]1[C:13]([O:15][CH2:16][CH3:17])=[O:14].C(O)(C(F)(F)F)=O. Product: [CH2:16]([O:15][C:13]([C:2]1[NH:1][C:5]([C:6]([OH:8])=[O:7])=[CH:4][N:3]=1)=[O:14])[CH3:17]. The catalyst class is: 2.